This data is from Experimentally validated miRNA-target interactions with 360,000+ pairs, plus equal number of negative samples. The task is: Binary Classification. Given a miRNA mature sequence and a target amino acid sequence, predict their likelihood of interaction. The miRNA is hsa-miR-1343-5p with sequence UGGGGAGCGGCCCCCGGGUGGG. The protein sequence of the target gene is MALKRIQKELSDLQRDPPAHCSAGPVGDDLFHWQATIMGPPDSAYQGGVFFLTVHFPTDYPFKPPKIAFTTKIYHPNINSNGSICLDILRSQWSPALTVSKVLLSICSLLCDPNPDDPLVPDIAQIYKSDKEKYNRHAREWTQKYAM. Result: 0 (no interaction).